Dataset: Full USPTO retrosynthesis dataset with 1.9M reactions from patents (1976-2016). Task: Predict the reactants needed to synthesize the given product. (1) Given the product [ClH:1].[NH2:8][CH:9]1[CH2:12][N:11]([C:13]([C:15]2[N:16]=[C:17]3[C:22]([C:23]([F:26])([F:24])[F:25])=[CH:21][C:20]([C:27]4[CH:28]=[N:29][NH:30][CH:31]=4)=[CH:19][N:18]3[C:32]=2[Br:33])=[O:14])[CH2:10]1, predict the reactants needed to synthesize it. The reactants are: [ClH:1].C(OC(=O)[NH:8][CH:9]1[CH2:12][N:11]([C:13]([C:15]2[N:16]=[C:17]3[C:22]([C:23]([F:26])([F:25])[F:24])=[CH:21][C:20]([C:27]4[CH:28]=[N:29][NH:30][CH:31]=4)=[CH:19][N:18]3[C:32]=2[Br:33])=[O:14])[CH2:10]1)(C)(C)C. (2) Given the product [F:37][C:35]1[CH:34]=[C:33]([C:38]2([CH2:41][CH:2]=[O:3])[CH2:39][CH2:40]2)[CH:32]=[C:31]([F:30])[CH:36]=1, predict the reactants needed to synthesize it. The reactants are: [Cl-].[CH3:2][O:3]C[P+](C1C=CC=CC=1)(C1C=CC=CC=1)C1C=CC=CC=1.CC(C)([O-])C.[K+].[F:30][C:31]1[CH:32]=[C:33]([C:38]2([CH:41]=O)[CH2:40][CH2:39]2)[CH:34]=[C:35]([F:37])[CH:36]=1. (3) Given the product [NH2:1][C:2]1[N:3]=[C:4]([C:13]2[O:14][C:15]([CH2:18][O:19][CH3:20])=[CH:16][CH:17]=2)[C:5]([C:11]#[N:12])=[C:6]([S:8][CH2:10][CH2:23][C:24]2[CH:29]=[CH:28][CH:27]=[CH:26][N:25]=2)[N:7]=1, predict the reactants needed to synthesize it. The reactants are: [NH2:1][C:2]1[N:7]=[C:6]([S:8]([CH3:10])=O)[C:5]([C:11]#[N:12])=[C:4]([C:13]2[O:14][C:15]([CH2:18][O:19][CH3:20])=[CH:16][CH:17]=2)[N:3]=1.SC[CH2:23][C:24]1[CH:29]=[CH:28][CH:27]=[CH:26][N:25]=1.C1CCN2C(=NCCC2)CC1. (4) Given the product [Br:13][C:14]1[CH:15]=[C:16]([CH:22]=[CH:23][CH:24]=1)[CH2:17][S:18]([NH:1][C:2]1[CH:11]=[CH:10][C:5]([C:6]([O:8][CH3:9])=[O:7])=[C:4]([OH:12])[CH:3]=1)(=[O:20])=[O:19], predict the reactants needed to synthesize it. The reactants are: [NH2:1][C:2]1[CH:3]=[C:4]([OH:12])[C:5](=[CH:10][CH:11]=1)[C:6]([O:8][CH3:9])=[O:7].[Br:13][C:14]1[CH:15]=[C:16]([CH:22]=[CH:23][CH:24]=1)[CH2:17][S:18](Cl)(=[O:20])=[O:19]. (5) The reactants are: Br[C:2]1[CH:9]=[CH:8][C:7]([O:10][CH2:11][CH3:12])=[CH:6][C:3]=1[C:4]#[N:5].[CH:13]1([B-](F)(F)F)[CH2:15][CH2:14]1.[K+].C1(P(C2CCCCC2)C2C=CC=CC=2C2C(OC(C)C)=CC=CC=2OC(C)C)CCCCC1.P([O-])([O-])([O-])=O.[K+].[K+].[K+]. Given the product [CH:13]1([C:2]2[CH:9]=[CH:8][C:7]([O:10][CH2:11][CH3:12])=[CH:6][C:3]=2[C:4]#[N:5])[CH2:15][CH2:14]1, predict the reactants needed to synthesize it. (6) Given the product [CH3:2][CH:3]1[CH2:9][CH2:8][O:7][CH2:6][CH2:5][N:4]1[C:11]1[N:16]([CH3:17])[C:15](=[O:18])[CH:14]=[C:13]([C:19]2[CH:24]=[CH:23][N:22]=[CH:21][N:20]=2)[N:12]=1, predict the reactants needed to synthesize it. The reactants are: Cl.[CH3:2][CH:3]1[CH2:9][CH2:8][O:7][CH2:6][CH2:5][NH:4]1.Cl[C:11]1[N:16]([CH3:17])[C:15](=[O:18])[CH:14]=[C:13]([C:19]2[CH:24]=[CH:23][N:22]=[CH:21][N:20]=2)[N:12]=1.C(N(CC)CC)C.O.